From a dataset of NCI-60 drug combinations with 297,098 pairs across 59 cell lines. Regression. Given two drug SMILES strings and cell line genomic features, predict the synergy score measuring deviation from expected non-interaction effect. (1) Drug 1: C1=CC(=CC=C1CC(C(=O)O)N)N(CCCl)CCCl.Cl. Drug 2: CC1=C(N=C(N=C1N)C(CC(=O)N)NCC(C(=O)N)N)C(=O)NC(C(C2=CN=CN2)OC3C(C(C(C(O3)CO)O)O)OC4C(C(C(C(O4)CO)O)OC(=O)N)O)C(=O)NC(C)C(C(C)C(=O)NC(C(C)O)C(=O)NCCC5=NC(=CS5)C6=NC(=CS6)C(=O)NCCC[S+](C)C)O. Cell line: RPMI-8226. Synergy scores: CSS=23.3, Synergy_ZIP=-3.58, Synergy_Bliss=3.92, Synergy_Loewe=-4.44, Synergy_HSA=-4.64. (2) Drug 1: C1=CC(=C2C(=C1NCCNCCO)C(=O)C3=C(C=CC(=C3C2=O)O)O)NCCNCCO. Cell line: MOLT-4. Drug 2: C1=NNC2=C1C(=O)NC=N2. Synergy scores: CSS=61.7, Synergy_ZIP=-1.98, Synergy_Bliss=-2.04, Synergy_Loewe=-9.99, Synergy_HSA=-0.762. (3) Drug 1: CNC(=O)C1=NC=CC(=C1)OC2=CC=C(C=C2)NC(=O)NC3=CC(=C(C=C3)Cl)C(F)(F)F. Drug 2: CN1C2=C(C=C(C=C2)N(CCCl)CCCl)N=C1CCCC(=O)O.Cl. Cell line: HCC-2998. Synergy scores: CSS=-3.46, Synergy_ZIP=6.20, Synergy_Bliss=1.71, Synergy_Loewe=-12.1, Synergy_HSA=-13.6. (4) Drug 1: C1=CC=C(C=C1)NC(=O)CCCCCCC(=O)NO. Drug 2: CN1C2=C(C=C(C=C2)N(CCCl)CCCl)N=C1CCCC(=O)O.Cl. Cell line: SK-OV-3. Synergy scores: CSS=13.4, Synergy_ZIP=-6.08, Synergy_Bliss=-3.30, Synergy_Loewe=-12.4, Synergy_HSA=-2.65. (5) Drug 1: C1=CC(=CC=C1CCCC(=O)O)N(CCCl)CCCl. Drug 2: CC(C)CN1C=NC2=C1C3=CC=CC=C3N=C2N. Cell line: HOP-92. Synergy scores: CSS=26.2, Synergy_ZIP=-10.9, Synergy_Bliss=-10.3, Synergy_Loewe=-9.68, Synergy_HSA=-9.43. (6) Drug 1: CC1OCC2C(O1)C(C(C(O2)OC3C4COC(=O)C4C(C5=CC6=C(C=C35)OCO6)C7=CC(=C(C(=C7)OC)O)OC)O)O. Drug 2: CC1=C(C(=O)C2=C(C1=O)N3CC4C(C3(C2COC(=O)N)OC)N4)N. Cell line: IGROV1. Synergy scores: CSS=38.8, Synergy_ZIP=-0.849, Synergy_Bliss=2.43, Synergy_Loewe=5.98, Synergy_HSA=7.11.